Dataset: Full USPTO retrosynthesis dataset with 1.9M reactions from patents (1976-2016). Task: Predict the reactants needed to synthesize the given product. Given the product [CH:1]1([N:5]2[CH2:11][CH2:10][C:9]3[CH:12]=[C:13]([C:16]([O:18][C:25]4[C:24]([F:27])=[C:23]([F:28])[C:22]([F:29])=[C:21]([F:30])[C:20]=4[F:19])=[O:17])[CH:14]=[CH:15][C:8]=3[CH2:7][CH2:6]2)[CH2:2][CH2:3][CH2:4]1, predict the reactants needed to synthesize it. The reactants are: [CH:1]1([N:5]2[CH2:11][CH2:10][C:9]3[CH:12]=[C:13]([C:16]([OH:18])=[O:17])[CH:14]=[CH:15][C:8]=3[CH2:7][CH2:6]2)[CH2:4][CH2:3][CH2:2]1.[F:19][C:20]1[C:25](O)=[C:24]([F:27])[C:23]([F:28])=[C:22]([F:29])[C:21]=1[F:30].C(N(CC)CC)C.CC[N+](CCCN(C)C)=C=N.